From a dataset of Retrosynthesis with 50K atom-mapped reactions and 10 reaction types from USPTO. Predict the reactants needed to synthesize the given product. (1) Given the product CCOc1ccc(C(=O)O)cc1[N+](=O)[O-], predict the reactants needed to synthesize it. The reactants are: CCOC(=O)c1ccc(OCC)c([N+](=O)[O-])c1. (2) Given the product NC(=O)c1cc2c(-c3ccc(NC(=O)Cn4cccn4)cc3)cncc2s1, predict the reactants needed to synthesize it. The reactants are: NC(=O)c1cc2c(-c3ccc(NC(=O)CCl)cc3)cncc2s1.c1cn[nH]c1.